Task: Predict which catalyst facilitates the given reaction.. Dataset: Catalyst prediction with 721,799 reactions and 888 catalyst types from USPTO (1) Reactant: Cl.Cl.[N:3]1([CH:19]2[CH2:24][CH2:23][NH:22][CH2:21][CH2:20]2)[CH2:8][CH2:7][CH:6]([N:9]2[C@H:13]3[CH2:14][CH2:15][CH2:16][CH2:17][C@@H:12]3[NH:11][C:10]2=[O:18])[CH2:5][CH2:4]1.C(N(CC)CC)C.Cl[C:33]([O:35][CH:36]([CH3:38])[CH3:37])=[O:34].[OH-].[Na+]. Product: [O:18]=[C:10]1[N:9]([CH:6]2[CH2:5][CH2:4][N:3]([CH:19]3[CH2:24][CH2:23][N:22]([C:33]([O:35][CH:36]([CH3:38])[CH3:37])=[O:34])[CH2:21][CH2:20]3)[CH2:8][CH2:7]2)[C@H:13]2[CH2:14][CH2:15][CH2:16][CH2:17][C@@H:12]2[NH:11]1. The catalyst class is: 4. (2) Reactant: FC(F)(F)C(O)=O.[OH:8][CH2:9][CH2:10][NH:11][C:12]([C:14]1[C:15]2[S:23][CH:22]=[C:21]([CH2:24][O:25][C:26]3[CH:31]=[C:30]([C:32]4[O:33][C:34]([CH3:37])=[N:35][N:36]=4)[CH:29]=[CH:28][C:27]=3[CH3:38])[C:16]=2[C:17]([NH2:20])=[N:18][CH:19]=1)=[O:13].O.[C:40]1([CH3:50])[CH:45]=[CH:44][C:43]([S:46]([OH:49])(=[O:48])=[O:47])=[CH:42][CH:41]=1. Product: [C:40]1([CH3:50])[CH:41]=[CH:42][C:43]([S:46]([OH:49])(=[O:47])=[O:48])=[CH:44][CH:45]=1.[OH:8][CH2:9][CH2:10][NH:11][C:12]([C:14]1[C:15]2[S:23][CH:22]=[C:21]([CH2:24][O:25][C:26]3[CH:31]=[C:30]([C:32]4[O:33][C:34]([CH3:37])=[N:35][N:36]=4)[CH:29]=[CH:28][C:27]=3[CH3:38])[C:16]=2[C:17]([NH2:20])=[N:18][CH:19]=1)=[O:13]. The catalyst class is: 5.